From a dataset of Experimentally validated miRNA-target interactions with 360,000+ pairs, plus equal number of negative samples. Binary Classification. Given a miRNA mature sequence and a target amino acid sequence, predict their likelihood of interaction. (1) The miRNA is mmu-miR-412-3p with sequence UUCACCUGGUCCACUAGCCG. The protein sequence of the target gene is MFQGADSQAGKSGSRSMKPPGGESSDLFGSPEEGISSSKPNRMASNIFGPTEEPKNIPKRTNPPGGKGSGIFDESTPVQTRQRLNPPGGKTSDIFGSPVTATAPLAHPNKPKDHVLLCEGEDSKSDLKAATDSTPRGEQSDKGSSKEVEHAKIPEPTPTVDSHEPRLGPRPRSHNKVLNPPGGKSSLSFY. Result: 0 (no interaction). (2) The miRNA is hsa-miR-4433a-3p with sequence ACAGGAGUGGGGGUGGGACAU. The protein sequence of the target gene is MAVARAALGPLVTGLYDVQAFKFGDFVLKSGLSSPIYIDLRGIVSRPRLLSQVADILFQTAQNAGISFDTVCGVPYTALPLATVICSTNQIPMLIRRKETKDYGTKRLVEGTINPGETCLIIEDVVTSGSSVLETVEVLQKEGLKVTDAIVLLDREQGGKDKLQAHGIRLHSVCTLSKMLEILEQQKKVDAETVGRVKRFIQENVFVAANHNGSPLSIKEAPKELSFGARAELPRIHPVASKLLRLMQKKETNLCLSADVSLARELLQLADALGPSICMLKTHVDILNDFTLDVMKELIT.... Result: 1 (interaction).